The task is: Predict the reactants needed to synthesize the given product.. This data is from Full USPTO retrosynthesis dataset with 1.9M reactions from patents (1976-2016). (1) Given the product [OH:19][CH:18]1[C:12]2[CH:11]=[CH:10][C:9]([N:8]3[CH2:7][CH:6]([CH2:21][NH:22][C:23](=[O:25])[CH3:24])[O:5][C:4]3=[O:3])=[CH:20][C:13]=2[CH2:14][CH2:15][CH2:16][CH2:17]1, predict the reactants needed to synthesize it. The reactants are: [BH4-].[Na+].[O:3]=[C:4]1[N:8]([C:9]2[CH:10]=[CH:11][C:12]3[C:18](=[O:19])[CH2:17][CH2:16][CH2:15][CH2:14][C:13]=3[CH:20]=2)[CH2:7][CH:6]([CH2:21][NH:22][C:23](=[O:25])[CH3:24])[O:5]1.C([O-])(O)=O.[Na+]. (2) Given the product [C:1]1([S:7]([NH:10][C:11]2[CH:12]=[C:13]([NH:14][C:21]([C:20]3[CH:24]=[C:25]([N+:28]([O-:30])=[O:29])[CH:26]=[CH:27][C:19]=3[Cl:18])=[O:22])[CH:15]=[CH:16][CH:17]=2)(=[O:8])=[O:9])[CH:6]=[CH:5][CH:4]=[CH:3][CH:2]=1, predict the reactants needed to synthesize it. The reactants are: [C:1]1([S:7]([NH:10][C:11]2[CH:12]=[C:13]([CH:15]=[CH:16][CH:17]=2)[NH2:14])(=[O:9])=[O:8])[CH:6]=[CH:5][CH:4]=[CH:3][CH:2]=1.[Cl:18][C:19]1[CH:27]=[CH:26][C:25]([N+:28]([O-:30])=[O:29])=[CH:24][C:20]=1[C:21](Cl)=[O:22]. (3) Given the product [F:39][C:38]([F:41])([F:40])[C:35]1[CH:36]=[CH:37][C:8]([C:7]2[C:6]([C:5]([O:4][CH:1]([CH3:3])[CH3:2])=[O:15])=[CH:14][CH:13]=[CH:12][CH:11]=2)=[CH:33][CH:34]=1, predict the reactants needed to synthesize it. The reactants are: [CH:1]([O:4][C:5](=[O:15])[C:6]1[C:7](=[CH:11][CH:12]=[CH:13][CH:14]=1)[C:8]([O-])=O)([CH3:3])[CH3:2].[K+].N1C2C(=CC=C3C=2N=CC=C3)C=CC=1.ClC1[CH:37]=[CH:36][C:35]([C:38]([F:41])([F:40])[F:39])=[CH:34][CH:33]=1. (4) Given the product [Cl:2][C:3]1[CH:4]=[C:5]([N:9]2[C:13]([CH2:14][NH:15][C:33]([NH:32][C:29]3[CH:28]=[CH:27][C:26]([C:22]([CH3:25])([CH2:23][OH:24])[CH2:21][OH:20])=[CH:31][CH:30]=3)=[O:34])=[CH:12][C:11]([C:16]([F:17])([F:18])[F:19])=[N:10]2)[CH:6]=[CH:7][CH:8]=1, predict the reactants needed to synthesize it. The reactants are: Cl.[Cl:2][C:3]1[CH:4]=[C:5]([N:9]2[C:13]([CH2:14][NH2:15])=[CH:12][C:11]([C:16]([F:19])([F:18])[F:17])=[N:10]2)[CH:6]=[CH:7][CH:8]=1.[OH:20][CH2:21][C:22]([C:26]1[CH:31]=[CH:30][C:29]([NH:32][C:33](=O)[O:34]C2C=CC=CC=2)=[CH:28][CH:27]=1)([CH3:25])[CH2:23][OH:24]. (5) Given the product [CH2:1]([CH:7]([CH2:8][CH2:9][CH3:10])[C:12]([NH:29][C@@H:26]1[C@H:24]2[C@H:23]([CH2:22][N:21]([CH2:20][C:19]3[CH:30]=[CH:31][CH:32]=[C:17]([C:16]([F:33])([F:15])[F:34])[CH:18]=3)[CH2:25]2)[CH2:28][CH2:27]1)=[O:13])[CH2:2][CH3:3], predict the reactants needed to synthesize it. The reactants are: [C:1]1([C:7]2([C:12](O)=[O:13])C[CH2:10][CH2:9][CH2:8]2)C=CC=[CH:3][CH:2]=1.[F:15][C:16]([F:34])([F:33])[C:17]1[CH:18]=[C:19]([CH:30]=[CH:31][CH:32]=1)[CH2:20][N:21]1[CH2:25][C@H:24]2[C@@H:26]([NH2:29])[CH2:27][CH2:28][C@H:23]2[CH2:22]1.C(N1C[C@H]2C(N)CC[C@H]2C1)C1C=CC=CC=1. (6) Given the product [CH3:48][O:47][C:44]1[CH:43]=[CH:42][C:41]([C:36]2[C:37]([CH3:40])=[N:38][O:39][C:35]=2[C:14]2[CH:15]=[C:16]([CH:27]=[CH:28][C:29]3[CH:30]=[CH:31][CH:32]=[CH:33][CH:34]=3)[C:17]([OH:19])=[CH:18][C:13]=2[OH:12])=[CH:46][CH:45]=1, predict the reactants needed to synthesize it. The reactants are: B(Cl)(Cl)Cl.C([O:12][C:13]1[CH:18]=[C:17]([O:19]CC2C=CC=CC=2)[C:16]([CH:27]=[CH:28][C:29]2[CH:34]=[CH:33][CH:32]=[CH:31][CH:30]=2)=[CH:15][C:14]=1[C:35]1[O:39][N:38]=[C:37]([CH3:40])[C:36]=1[C:41]1[CH:46]=[CH:45][C:44]([O:47][CH3:48])=[CH:43][CH:42]=1)C1C=CC=CC=1. (7) Given the product [O:1]1[CH2:6][CH2:5][N:4]([C:7]2[CH:8]=[C:9]([CH:14]=[CH:15][CH:16]=2)[C:10]([NH:17][NH2:18])=[O:11])[CH2:3][CH2:2]1, predict the reactants needed to synthesize it. The reactants are: [O:1]1[CH2:6][CH2:5][N:4]([C:7]2[CH:8]=[C:9]([CH:14]=[CH:15][CH:16]=2)[C:10](OC)=[O:11])[CH2:3][CH2:2]1.[NH2:17][NH2:18]. (8) Given the product [Br-:1].[C:10]1([C:13]2[CH:18]=[CH:17][CH:16]=[CH:15][CH:14]=2)[CH:11]=[CH:12][C:7]([CH2:6][CH2:5][CH2:4][CH2:3][CH2:2][N+:19]2[CH:24]=[C:23]([CH3:25])[CH:22]=[C:21]([CH3:26])[CH:20]=2)=[CH:8][CH:9]=1, predict the reactants needed to synthesize it. The reactants are: [Br:1][CH2:2][CH2:3][CH2:4][CH2:5][CH2:6][C:7]1[CH:12]=[CH:11][C:10]([C:13]2[CH:18]=[CH:17][CH:16]=[CH:15][CH:14]=2)=[CH:9][CH:8]=1.[N:19]1[CH:24]=[C:23]([CH3:25])[CH:22]=[C:21]([CH3:26])[CH:20]=1. (9) Given the product [NH2:22][C:23]1[C:24]([C:46]([NH:48][CH3:49])=[O:47])=[N:25][C:26]([C:29]2[CH:30]=[N:31][N:32]([CH2:35][CH2:36][CH2:37][OH:38])[C:33]=2[CH3:34])=[CH:27][CH:28]=1, predict the reactants needed to synthesize it. The reactants are: NC1C(C(NC)=O)=NC(C2C(C)=NN(CCCO)C=2)=CC=1.[NH2:22][C:23]1[C:24]([C:46]([NH:48][CH3:49])=[O:47])=[N:25][C:26]([C:29]2[CH:30]=[N:31][N:32]([CH2:35][CH2:36][CH2:37][O:38]CC3C=CC=CC=3)[C:33]=2[CH3:34])=[CH:27][CH:28]=1. (10) Given the product [CH2:1]([NH:3][C:4]([NH:6][C:7]1[N:23]=[C:10]2[CH:11]=[C:12]([C:17]3[CH:18]=[N:19][CH:20]=[CH:21][CH:22]=3)[CH:13]=[C:14]([CH:15]=[O:16])[N:9]2[N:8]=1)=[O:5])[CH3:2], predict the reactants needed to synthesize it. The reactants are: [CH2:1]([NH:3][C:4]([NH:6][C:7]1[N:23]=[C:10]2[CH:11]=[C:12]([C:17]3[CH:18]=[N:19][CH:20]=[CH:21][CH:22]=3)[CH:13]=[C:14]([CH2:15][OH:16])[N:9]2[N:8]=1)=[O:5])[CH3:2].